This data is from Reaction yield outcomes from USPTO patents with 853,638 reactions. The task is: Predict the reaction yield, written as a fraction of the theoretical maximum amount of product (1.0 means a 100% yield; for example, 0.34 means a 34% yield). (1) The reactants are [CH3:1][S:2]([C:5]1[CH:6]=[CH:7][C:8]([O:14][CH:15]([CH3:20])[C:16]([F:19])([F:18])[F:17])=[C:9]([CH:13]=1)[C:10]([OH:12])=O)(=[O:4])=[O:3].[CH3:21][C:22]1[S:26][C:25]([N:27]2[CH2:32][CH2:31][NH:30][CH2:29][CH2:28]2)=[N:24][C:23]=1[C:33]([F:36])([F:35])[F:34]. The product is [CH3:1][S:2]([C:5]1[CH:6]=[CH:7][C:8]([O:14][CH:15]([CH3:20])[C:16]([F:19])([F:18])[F:17])=[C:9]([C:10]([N:30]2[CH2:31][CH2:32][N:27]([C:25]3[S:26][C:22]([CH3:21])=[C:23]([C:33]([F:36])([F:34])[F:35])[N:24]=3)[CH2:28][CH2:29]2)=[O:12])[CH:13]=1)(=[O:3])=[O:4]. The yield is 0.610. No catalyst specified. (2) The reactants are [C:1]1([CH3:11])[CH:6]=[C:5]([CH3:7])[CH:4]=[C:3]([CH3:8])[C:2]=1[Mg]Br.[H-].C([Al+]C[CH:19]([CH3:21])[CH3:20])C(C)C.[Cl-].[C:23]1([CH3:32])[CH:28]=[C:27](C)[CH:26]=[C:25](C)[C:24]=1[Zn+].Cl[C:34]1[N:42]=[C:41]2[C:37]([NH:38]C=[N:40]2)=[CH:36][N:35]=1.Cl. The yield is 0.720. The catalyst is C(OCC)C.O1CCCC1.CCCCCC.[Cl-].[Zn+2].[Cl-].Cl[Pd](Cl)([P](C1C=CC=CC=1)(C1C=CC=CC=1)C1C=CC=CC=1)[P](C1C=CC=CC=1)(C1C=CC=CC=1)C1C=CC=CC=1.O. The product is [CH2:32]([N:40]1[C:21]([CH2:19][CH3:20])=[N:38][C:37]2[C:41]1=[N:42][CH:34]=[N:35][C:36]=2[C:2]1[C:3]([CH3:8])=[CH:4][C:5]([CH3:7])=[CH:6][C:1]=1[CH3:11])[C:23]1[CH:24]=[CH:25][CH:26]=[CH:27][CH:28]=1. (3) The reactants are [Cl:1][C:2]1[CH:7]=[CH:6][C:5]([S:8]([NH:11][C:12]2[CH:20]=[C:19]([O:21][CH3:22])[C:18]([O:23][CH3:24])=[CH:17][C:13]=2[C:14](O)=[O:15])(=[O:10])=[O:9])=[CH:4][CH:3]=1.P(Cl)(Cl)(Cl)(Cl)[Cl:26]. The catalyst is C1(C)C=CC=CC=1. The product is [Cl:1][C:2]1[CH:7]=[CH:6][C:5]([S:8]([NH:11][C:12]2[CH:20]=[C:19]([O:21][CH3:22])[C:18]([O:23][CH3:24])=[CH:17][C:13]=2[C:14]([Cl:26])=[O:15])(=[O:10])=[O:9])=[CH:4][CH:3]=1. The yield is 0.930. (4) The reactants are [Cl:1][C:2]1[C:6]([N:7]([CH2:14][C:15]#[CH:16])[C:8](=[O:13])[CH:9]([S:11][CH3:12])[CH3:10])=[CH:5][N:4]([C:17]2[CH:18]=[N:19][CH:20]=[CH:21][CH:22]=2)[N:3]=1.B1([O-])OO1.[OH2:27].[OH2:28].O.O.[Na+].C([O-])(O)=O.[Na+]. The catalyst is C(O)(=O)C. The product is [Cl:1][C:2]1[C:6]([N:7]([CH2:14][C:15]#[CH:16])[C:8](=[O:13])[CH:9]([S:11]([CH3:12])(=[O:28])=[O:27])[CH3:10])=[CH:5][N:4]([C:17]2[CH:18]=[N:19][CH:20]=[CH:21][CH:22]=2)[N:3]=1. The yield is 0.730. (5) The reactants are [Br:1][C:2]1[CH:20]=[CH:19][CH:18]=[CH:17][C:3]=1[C:4]([NH:6][NH:7][C:8]([NH:10][C:11]1[CH:16]=[CH:15][CH:14]=[CH:13][CH:12]=1)=[S:9])=O.S(=O)(=O)(O)O. The catalyst is C(O)C. The product is [Br:1][C:2]1[CH:20]=[CH:19][CH:18]=[CH:17][C:3]=1[C:4]1[S:9][C:8]([NH:10][C:11]2[CH:16]=[CH:15][CH:14]=[CH:13][CH:12]=2)=[N:7][N:6]=1. The yield is 0.870. (6) The reactants are [N+:1]([C:4]1[CH:9]=[CH:8][C:7]([C@@H:10]([CH3:14])[C:11](O)=[O:12])=[CH:6][CH:5]=1)([O-:3])=[O:2].CSC.B.B. The catalyst is C1COCC1. The product is [N+:1]([C:4]1[CH:5]=[CH:6][C:7]([C@@H:10]([CH3:14])[CH2:11][OH:12])=[CH:8][CH:9]=1)([O-:3])=[O:2]. The yield is 0.960. (7) The reactants are CCN=C=NCCCN(C)C.[NH2:12][C:13]1[C:18]([O:19][C:20]2([CH:26]([N:30]([CH2:38][C:39]3[CH:44]=[CH:43][CH:42]=[CH:41][CH:40]=3)[CH2:31][C:32]3[CH:37]=[CH:36][CH:35]=[CH:34][CH:33]=3)[C:27]([OH:29])=O)[CH2:25][CH2:24][O:23][CH2:22][CH2:21]2)=[C:17]([F:45])[C:16]([F:46])=[CH:15][CH:14]=1. The product is [CH2:38]([N:30]([CH2:31][C:32]1[CH:33]=[CH:34][CH:35]=[CH:36][CH:37]=1)[CH:26]1[C:20]2([CH2:21][CH2:22][O:23][CH2:24][CH2:25]2)[O:19][C:18]2[C:17]([F:45])=[C:16]([F:46])[CH:15]=[CH:14][C:13]=2[NH:12][C:27]1=[O:29])[C:39]1[CH:44]=[CH:43][CH:42]=[CH:41][CH:40]=1. The catalyst is CN(C=O)C.O. The yield is 0.570. (8) The reactants are [Br-:1].[Br:2][CH2:3][CH2:4][CH2:5][P+:6]([C:19]1[CH:24]=[CH:23][CH:22]=[CH:21][CH:20]=1)([C:13]1[CH:18]=[CH:17][CH:16]=[CH:15][CH:14]=1)[C:7]1[CH:12]=[CH:11][CH:10]=[CH:9][CH:8]=1.[NH3:25].CO. No catalyst specified. The product is [BrH:2].[Br-:1].[NH2:25][CH2:3][CH2:4][CH2:5][P+:6]([C:19]1[CH:24]=[CH:23][CH:22]=[CH:21][CH:20]=1)([C:13]1[CH:18]=[CH:17][CH:16]=[CH:15][CH:14]=1)[C:7]1[CH:12]=[CH:11][CH:10]=[CH:9][CH:8]=1. The yield is 0.410.